Predict which catalyst facilitates the given reaction. From a dataset of Catalyst prediction with 721,799 reactions and 888 catalyst types from USPTO. (1) The catalyst class is: 3. Product: [CH2:25]([N:32]([CH2:36][C:37]1[CH:42]=[CH:41][CH:40]=[CH:39][CH:38]=1)[CH2:33][CH2:34][O:16][C:15]([C:5]1[C:6](=[O:14])[C:7]2[C:12](=[CH:11][CH:10]=[C:9]([O:13][CH2:34][CH2:33][N:32]([CH2:25][C:26]3[CH:31]=[CH:30][CH:29]=[CH:28][CH:27]=3)[CH2:36][C:37]3[CH:42]=[CH:41][CH:40]=[CH:39][CH:38]=3)[CH:8]=2)[N:3]([CH2:1][CH3:2])[CH:4]=1)=[O:17])[C:26]1[CH:31]=[CH:30][CH:29]=[CH:28][CH:27]=1. Reactant: [CH2:1]([N:3]1[C:12]2[C:7](=[CH:8][C:9]([OH:13])=[CH:10][CH:11]=2)[C:6](=[O:14])[C:5]([C:15]([OH:17])=[O:16])=[CH:4]1)[CH3:2].C(=O)([O-])[O-].[K+].[K+].Cl.[CH2:25]([N:32]([CH2:36][C:37]1[CH:42]=[CH:41][CH:40]=[CH:39][CH:38]=1)[CH2:33][CH2:34]Cl)[C:26]1[CH:31]=[CH:30][CH:29]=[CH:28][CH:27]=1. (2) Reactant: [Cl:1][C:2]1[CH:3]=[C:4]([CH:24]=[CH:25][CH:26]=1)[CH2:5][N:6]1[C:10]2[CH:11]=[CH:12][C:13]3[N:14]([C:15]([CH3:18])=[N:16][N:17]=3)[C:9]=2[CH:8]=[C:7]1[C:19]1[NH:23][N:22]=[CH:21][CH:20]=1.[C:27]([O:31][CH3:32])(=[O:30])[CH:28]=[CH2:29].N12CCCN=C1CCCCC2. Product: [Cl:1][C:2]1[CH:3]=[C:4]([CH:24]=[CH:25][CH:26]=1)[CH2:5][N:6]1[C:10]2[CH:11]=[CH:12][C:13]3[N:14]([C:15]([CH3:18])=[N:16][N:17]=3)[C:9]=2[CH:8]=[C:7]1[C:19]1[CH:20]=[CH:21][N:22]([CH2:29][CH2:28][C:27]([O:31][CH3:32])=[O:30])[N:23]=1. The catalyst class is: 10. (3) Reactant: [N:1]([CH2:4][C@H:5]1[CH2:9][CH2:8][CH2:7][C@@H:6]1[NH:10][C:11](=[O:17])[O:12][C:13]([CH3:16])([CH3:15])[CH3:14])=[N+]=[N-]. Product: [NH2:1][CH2:4][C@H:5]1[CH2:9][CH2:8][CH2:7][C@@H:6]1[NH:10][C:11](=[O:17])[O:12][C:13]([CH3:15])([CH3:14])[CH3:16]. The catalyst class is: 50.